Dataset: Reaction yield outcomes from USPTO patents with 853,638 reactions. Task: Predict the reaction yield, written as a fraction of the theoretical maximum amount of product (1.0 means a 100% yield; for example, 0.34 means a 34% yield). (1) The reactants are [F:1][C:2]1[CH:10]=[CH:9][CH:8]=[C:7]([F:11])[C:3]=1[C:4](Cl)=[O:5].[Cl:12][C:13]1[C:14]([C:24]2[CH:30]=[CH:29][C:27]([NH2:28])=[CH:26][CH:25]=2)=[CH:15][C:16]2[O:20][C:19]([F:22])([F:21])[O:18][C:17]=2[CH:23]=1.CCN(C(C)C)C(C)C. The catalyst is ClCCl.O1CCCC1.CO.[OH-].[Li+]. The product is [Cl:12][C:13]1[C:14]([C:24]2[CH:25]=[CH:26][C:27]([NH:28][C:4](=[O:5])[C:3]3[C:2]([F:1])=[CH:10][CH:9]=[CH:8][C:7]=3[F:11])=[CH:29][CH:30]=2)=[CH:15][C:16]2[O:20][C:19]([F:22])([F:21])[O:18][C:17]=2[CH:23]=1. The yield is 0.330. (2) The catalyst is ClCCl. The yield is 0.450. The product is [CH3:43][C:44]([CH3:49])([CH3:48])[C:45]([N:22]1[CH2:21][CH2:20][C:19]([CH2:18][CH2:17][N:16]2[C@H:14]3[CH2:13][CH2:12][C@@H:11]2[CH2:10][CH:9]([N:8]2[C:7]4[CH:32]=[CH:33][CH:34]=[CH:35][C:6]=4[N:5]=[C:4]2[CH3:3])[CH2:15]3)([C:25]2[CH:30]=[CH:29][CH:28]=[CH:27][C:26]=2[CH3:31])[CH2:24][CH2:23]1)=[O:46]. The reactants are Cl.Cl.[CH3:3][C:4]1[N:8]([CH:9]2[CH2:15][CH:14]3[N:16]([CH2:17][CH2:18][C:19]4([C:25]5[CH:30]=[CH:29][CH:28]=[CH:27][C:26]=5[CH3:31])[CH2:24][CH2:23][NH:22][CH2:21][CH2:20]4)[CH:11]([CH2:12][CH2:13]3)[CH2:10]2)[C:7]2[CH:32]=[CH:33][CH:34]=[CH:35][C:6]=2[N:5]=1.C(N(CC)CC)C.[CH3:43][C:44]([CH3:49])([CH3:48])[C:45](Cl)=[O:46]. (3) The reactants are C(=O)([O-])[O-].[K+].[K+].F[C:8]1[CH:15]=[CH:14][C:13]([CH:16]=[O:17])=[CH:12][C:9]=1[C:10]#[N:11].[F:18][C:19]([F:28])([F:27])[C:20]1[CH:21]=[C:22]([OH:26])[CH:23]=[CH:24][CH:25]=1. The catalyst is CN(C=O)C. The product is [CH:16]([C:13]1[CH:14]=[CH:15][C:8]([O:26][C:22]2[CH:23]=[CH:24][CH:25]=[C:20]([C:19]([F:18])([F:27])[F:28])[CH:21]=2)=[C:9]([CH:12]=1)[C:10]#[N:11])=[O:17]. The yield is 0.730. (4) The catalyst is ClCCl.CN(C)C1C=CN=CC=1. The reactants are [Cl:1][C:2]1[C:7]([C:8](Cl)=[O:9])=[C:6]([F:11])[C:5]([NH:12][S:13]([CH2:16][CH2:17][CH3:18])(=[O:15])=[O:14])=[CH:4][CH:3]=1.[N:19]1[CH:24]=[CH:23][CH:22]=[C:21]([NH2:25])[CH:20]=1.O. The product is [Cl:1][C:2]1[C:7]([C:8]([NH:25][C:21]2[CH:20]=[N:19][CH:24]=[CH:23][CH:22]=2)=[O:9])=[C:6]([F:11])[C:5]([NH:12][S:13]([CH2:16][CH2:17][CH3:18])(=[O:15])=[O:14])=[CH:4][CH:3]=1. The yield is 0.630.